This data is from Reaction yield outcomes from USPTO patents with 853,638 reactions. The task is: Predict the reaction yield, written as a fraction of the theoretical maximum amount of product (1.0 means a 100% yield; for example, 0.34 means a 34% yield). (1) The reactants are [C:1]([O:5][C:6]([N:8]1[CH2:13][CH2:12][N:11]([C:14]2[CH:19]=[CH:18][C:17]([Br:20])=[CH:16][C:15]=2[NH2:21])[CH2:10][CH2:9]1)=[O:7])([CH3:4])([CH3:3])[CH3:2].CCN(C(C)C)C(C)C.[C:31]1([C:41](Cl)=[O:42])[C:40]2[C:35](=[CH:36][CH:37]=[CH:38][CH:39]=2)[CH:34]=[CH:33][CH:32]=1. The catalyst is C(Cl)Cl.C(OCC)(=O)C. The product is [C:1]([O:5][C:6]([N:8]1[CH2:13][CH2:12][N:11]([C:14]2[CH:19]=[CH:18][C:17]([Br:20])=[CH:16][C:15]=2[NH:21][C:41]([C:31]2[C:40]3[C:35](=[CH:36][CH:37]=[CH:38][CH:39]=3)[CH:34]=[CH:33][CH:32]=2)=[O:42])[CH2:10][CH2:9]1)=[O:7])([CH3:4])([CH3:2])[CH3:3]. The yield is 0.910. (2) The reactants are [N+:1]([CH2:4][C:5]([O:7][CH2:8][CH3:9])=[O:6])([O-:3])=O.[CH2:10]=[CH:11][C:12]1[CH:17]=[CH:16][CH:15]=[CH:14][CH:13]=1.N12CCN(CC1)CC2. The catalyst is C(O)C. The product is [C:12]1([CH:11]2[O:3][N:1]=[C:4]([C:5]([O:7][CH2:8][CH3:9])=[O:6])[CH2:10]2)[CH:17]=[CH:16][CH:15]=[CH:14][CH:13]=1. The yield is 0.250. (3) The reactants are [CH3:1][O:2][C:3]([C:5]1[C:6]([OH:19])=[N:7][N:8]([CH2:10][C:11]2[CH:16]=[CH:15][C:14]([O:17][CH3:18])=[CH:13][CH:12]=2)[CH:9]=1)=[O:4].Br[CH2:21][CH:22]=[CH2:23].C([O-])([O-])=O.[K+].[K+]. The catalyst is CC#N. The product is [CH3:1][O:2][C:3]([C:5]1[C:6]([O:19][CH2:23][CH:22]=[CH2:21])=[N:7][N:8]([CH2:10][C:11]2[CH:16]=[CH:15][C:14]([O:17][CH3:18])=[CH:13][CH:12]=2)[CH:9]=1)=[O:4]. The yield is 0.250.